Dataset: Reaction yield outcomes from USPTO patents with 853,638 reactions. Task: Predict the reaction yield, written as a fraction of the theoretical maximum amount of product (1.0 means a 100% yield; for example, 0.34 means a 34% yield). (1) The reactants are [CH2:1]([O:5][C:6]1[CH:7]=[CH:8][C:9]([CH2:12]Cl)=[N:10][CH:11]=1)[CH2:2][CH2:3][CH3:4].[C-:14]#[N:15].[Na+].C(O)C. The catalyst is O.C(OCC)(=O)C. The product is [CH2:1]([O:5][C:6]1[CH:7]=[CH:8][C:9]([CH2:12][C:14]#[N:15])=[N:10][CH:11]=1)[CH2:2][CH2:3][CH3:4]. The yield is 0.160. (2) The reactants are [CH2:1]([CH:8]1[C:14](=[O:15])[C:13](=[N:16]O)[CH:12]2[CH2:18][CH:9]1[CH2:10][CH2:11]2)[C:2]1[CH:7]=[CH:6][CH:5]=[CH:4][N:3]=1.Cl.[H][H]. The catalyst is [Pd].C(O)C. The product is [CH2:1]([CH:8]1[C:14](=[O:15])[CH:13]([NH2:16])[CH:12]2[CH2:18][CH:9]1[CH2:10][CH2:11]2)[C:2]1[CH:7]=[CH:6][CH:5]=[CH:4][N:3]=1. The yield is 0.860. (3) The reactants are [NH2:1][C@@H:2]1[CH:7]2[CH2:8][CH2:9][N:4]([CH2:5][CH2:6]2)[C@H:3]1[CH2:10][C:11]1[CH:12]=[N:13][CH:14]=[CH:15][CH:16]=1.C(N(CC)CC)C.[O:24]1[C:28]2[CH:29]=[CH:30][CH:31]=[CH:32][C:27]=2[CH:26]=[C:25]1[C:33](O)=[O:34].C(=O)([O-])[O-].[K+].[K+]. The catalyst is ClCCl. The product is [N:13]1[CH:14]=[CH:15][CH:16]=[C:11]([CH2:10][C@H:3]2[C@H:2]([NH:1][C:33]([C:25]3[O:24][C:28]4[CH:29]=[CH:30][CH:31]=[CH:32][C:27]=4[CH:26]=3)=[O:34])[CH:7]3[CH2:6][CH2:5][N:4]2[CH2:9][CH2:8]3)[CH:12]=1. The yield is 0.770. (4) The product is [Br:1][C:2]1[CH:11]=[C:10]2[C:5]([CH:6]=[CH:7][C:8]([C@H:12]([NH:14][C:15]([C@@H:17]3[CH2:22][CH2:21][CH2:20][N:19]([C:23](=[O:27])[C@@H:24]([NH:26][C:28]([CH:31]([O:36][C:37](=[O:43])[C:38]([CH3:42])([CH3:41])[CH:39]=[CH2:40])[CH:32]4[CH2:35][O:34][CH2:33]4)=[O:29])[CH3:25])[NH:18]3)=[O:16])[CH3:13])=[N:9]2)=[CH:4][CH:3]=1. The catalyst is CN(C)C=O.ClCCl. The yield is 0.420. The reactants are [Br:1][C:2]1[CH:11]=[C:10]2[C:5]([CH:6]=[CH:7][C:8]([C@H:12]([NH:14][C:15]([C@@H:17]3[CH2:22][CH2:21][CH2:20][N:19]([C:23](=[O:27])[C@@H:24]([NH2:26])[CH3:25])[NH:18]3)=[O:16])[CH3:13])=[N:9]2)=[CH:4][CH:3]=1.[C:28]([CH:31]([O:36][C:37](=[O:43])[C:38]([CH3:42])([CH3:41])[CH:39]=[CH2:40])[CH:32]1[CH2:35][O:34][CH2:33]1)(O)=[O:29].CC1(C)CCCC(C)(C)N1.F[P-](F)(F)(F)(F)F.C(C(=NO[C+](N(C)C)N1CCOCC1)C(OCC)=O)#N. (5) The reactants are [Cl:1][C:2]1[N:7]=[CH:6][C:5]([OH:8])=[CH:4][N:3]=1.C(=O)([O-])[O-].[Cs+].[Cs+].CS(O[CH2:20][C:21]1([CH3:29])[CH2:26][O:25][C:24]([CH3:28])([CH3:27])[O:23][CH2:22]1)(=O)=O. The catalyst is CN(C)C=O. The product is [Cl:1][C:2]1[N:7]=[CH:6][C:5]([O:8][CH2:20][C:21]2([CH3:29])[CH2:26][O:25][C:24]([CH3:28])([CH3:27])[O:23][CH2:22]2)=[CH:4][N:3]=1. The yield is 0.300. (6) The product is [OH:20][C:16]1([C:14]2[S:15][C:11]([C:9]3[CH:10]=[C:5]([NH:4][C:1](=[O:3])[CH3:2])[CH:6]=[C:7]([NH:21][C:22]4[N:27]=[C:26]([O:28][CH:29]5[CH2:30][CH2:31][NH:32][CH2:33][CH2:34]5)[CH:25]=[CH:24][N:23]=4)[CH:8]=3)=[CH:12][N:13]=2)[CH2:19][CH2:18][CH2:17]1. The catalyst is C(Cl)Cl. The yield is 0.910. The reactants are [C:1]([NH:4][C:5]1[CH:6]=[C:7]([NH:21][C:22]2[N:27]=[C:26]([O:28][CH:29]3[CH2:34][CH2:33][N:32](C(OC(C)(C)C)=O)[CH2:31][CH2:30]3)[CH:25]=[CH:24][N:23]=2)[CH:8]=[C:9]([C:11]2[S:15][C:14]([C:16]3([OH:20])[CH2:19][CH2:18][CH2:17]3)=[N:13][CH:12]=2)[CH:10]=1)(=[O:3])[CH3:2].C(O)(C(F)(F)F)=O.C([O-])(O)=O.[Na+]. (7) The reactants are N1[CH:6]=[CH:5][CH:4]=CC=1.[NH2:7][C:8]1[CH:9]=[C:10]2[C:15](=[CH:16][CH:17]=1)[O:14][C@@H:13]([C:18]([O:20]C(C)C)=O)[CH2:12][CH2:11]2.[CH:24]1([CH2:30][CH2:31][CH2:32][N:33]2[C:37](=[O:38])[N:36]([C:39]3[CH:44]=[CH:43][C:42]([S:45](Cl)(=[O:47])=[O:46])=[CH:41][CH:40]=3)[N:35]=[N:34]2)[CH2:29][CH2:28][CH2:27][CH2:26][CH2:25]1.[OH2:49].O1CCC[CH2:51]1. The product is [CH2:51]([O:49][C:18]([C@H:13]1[CH2:12][CH2:11][C:10]2[C:15](=[CH:16][CH:17]=[C:8]([NH:7][S:45]([C:42]3[CH:43]=[CH:44][C:39]([N:36]4[C:37](=[O:38])[N:33]([CH2:32][CH2:31][CH2:30][CH:24]5[CH2:29][CH2:28][CH2:27][CH2:26][CH2:25]5)[N:34]=[N:35]4)=[CH:40][CH:41]=3)(=[O:47])=[O:46])[CH:9]=2)[O:14]1)=[O:20])[CH:5]([CH3:4])[CH3:6]. The yield is 0.900. The catalyst is C(OCC)(=O)C. (8) The product is [CH3:1][C:2]1[C:6]([CH:7]([OH:22])[C:8]2[O:9][C:10]3[CH:16]=[CH:15][C:14]([CH2:17][C:18]([OH:20])=[O:19])=[CH:13][C:11]=3[CH:12]=2)=[C:5]([CH3:23])[O:4][N:3]=1. The catalyst is C1COCC1.O. The reactants are [CH3:1][C:2]1[C:6]([CH:7]([OH:22])[C:8]2[O:9][C:10]3[CH:16]=[CH:15][C:14]([CH2:17][C:18]([O:20]C)=[O:19])=[CH:13][C:11]=3[CH:12]=2)=[C:5]([CH3:23])[O:4][N:3]=1.[Li+].[OH-].CC(O)=O. The yield is 0.756.